Dataset: Reaction yield outcomes from USPTO patents with 853,638 reactions. Task: Predict the reaction yield, written as a fraction of the theoretical maximum amount of product (1.0 means a 100% yield; for example, 0.34 means a 34% yield). (1) The reactants are [CH:1]1([CH2:4][N:5]2[C:10](=[O:11])[C:9]([CH2:12][CH:13](C(OC(C)(C)C)=O)[C:14](OC(C)(C)C)=O)=[CH:8][C:7]([C:28]3[CH:33]=[CH:32][C:31]([O:34][CH3:35])=[C:30]([F:36])[CH:29]=3)=[N:6]2)[CH2:3][CH2:2]1.[H-].[Na+].C(OC(C)(C)C)(=O)CC(OC(C)(C)C)=O.BrC[C:56]1[C:57](=O)[N:58]([CH2:71][CH:72]2CC2)N=C(C2C=CC(OC)=C(F)C=2)C=1.[CH3:76][N:77](C)C=O. The catalyst is O. The product is [CH:1]1([CH2:4][N:5]2[C:10](=[O:11])[C:9]([CH2:12][CH2:13][CH2:14][N:58]3[CH2:57][CH2:56][N:77]([CH3:76])[CH2:72][CH2:71]3)=[CH:8][C:7]([C:28]3[CH:33]=[CH:32][C:31]([O:34][CH3:35])=[C:30]([F:36])[CH:29]=3)=[N:6]2)[CH2:3][CH2:2]1. The yield is 0.618. (2) The reactants are [Cl:1][C:2]1[C:3]([N+:16]([O-])=O)=[CH:4][C:5]([N+:13]([O-])=O)=[C:6](/[CH:8]=[CH:9]/N(C)C)[CH:7]=1. The catalyst is [Ni].CCO. The product is [Cl:1][C:2]1[CH:7]=[C:6]2[C:5](=[CH:4][C:3]=1[NH2:16])[NH:13][CH:9]=[CH:8]2. The yield is 0.160. (3) The reactants are [CH2:1]([O:3][C:4]([C:6]1[S:7][C:8]([CH3:13])=[C:9]([CH2:11]Cl)[CH:10]=1)=[O:5])[CH3:2].[C-:14]#[N:15].[K+]. The product is [CH2:1]([O:3][C:4]([C:6]1[S:7][C:8]([CH3:13])=[C:9]([CH2:11][C:14]#[N:15])[CH:10]=1)=[O:5])[CH3:2]. The catalyst is CN(C=O)C.O. The yield is 0.188.